From a dataset of Reaction yield outcomes from USPTO patents with 853,638 reactions. Predict the reaction yield, written as a fraction of the theoretical maximum amount of product (1.0 means a 100% yield; for example, 0.34 means a 34% yield). (1) The reactants are N(C(C)C)C(C)C.C([Li])CCC.[F:13][C:14]1[CH:19]=[CH:18][C:17]([I:20])=[CH:16][CH:15]=1.[C:21](=[O:23])=[O:22].[OH-].[Na+]. The catalyst is C1COCC1.CCOC(C)=O.O.CCOCC. The product is [F:13][C:14]1[CH:19]=[CH:18][C:17]([I:20])=[CH:16][C:15]=1[C:21]([OH:23])=[O:22]. The yield is 0.580. (2) The reactants are [CH3:1][CH2:2][C:3]1[C:7]2[C:8]([NH:10][CH:11]=[N:12][C:6]=2[S:5][C:4]=1[CH3:13])=O.S(Cl)([Cl:16])=O. The catalyst is CN(C=O)C. The product is [Cl:16][C:8]1[C:7]2[C:3]([CH2:2][CH3:1])=[C:4]([CH3:13])[S:5][C:6]=2[N:12]=[CH:11][N:10]=1. The yield is 0.730. (3) The reactants are [C:1]([O:5][C:6](=[O:30])[N:7]([CH2:9][C:10]1[CH:14]=[C:13]([C:15]2[C:19](Br)=[CH:18][S:17][CH:16]=2)[N:12]([S:21]([C:24]2[CH:25]=[N:26][CH:27]=[CH:28][CH:29]=2)(=[O:23])=[O:22])[CH:11]=1)[CH3:8])([CH3:4])([CH3:3])[CH3:2].[CH3:31][N:32](C)C=O. The catalyst is [C-]#N.[Zn+2].[C-]#N.C1C=CC([P]([Pd]([P](C2C=CC=CC=2)(C2C=CC=CC=2)C2C=CC=CC=2)([P](C2C=CC=CC=2)(C2C=CC=CC=2)C2C=CC=CC=2)[P](C2C=CC=CC=2)(C2C=CC=CC=2)C2C=CC=CC=2)(C2C=CC=CC=2)C2C=CC=CC=2)=CC=1. The product is [C:1]([O:5][C:6](=[O:30])[N:7]([CH2:9][C:10]1[CH:14]=[C:13]([C:15]2[C:19]([C:31]#[N:32])=[CH:18][S:17][CH:16]=2)[N:12]([S:21]([C:24]2[CH:25]=[N:26][CH:27]=[CH:28][CH:29]=2)(=[O:23])=[O:22])[CH:11]=1)[CH3:8])([CH3:4])([CH3:3])[CH3:2]. The yield is 0.710. (4) The catalyst is CS(C)=O.CCOC(C)=O. The yield is 0.259. The reactants are [Br:1][C:2]1[CH:3]=[C:4]2[C:14](=[CH:15][C:16]=1[F:17])[O:13][C:7]1=[N:8][CH:9]=[C:10]([Cl:12])[CH:11]=[C:6]1[C:5]2=O.[I-].C[S+](C)C.C[C:25](C)([O-:27])C.[K+].C[Si]([N:34]=[N+]=[N-])(C)C.[H-].[H-].[H-].[H-].[Li+].[Al+3].O.O.O.O.O.O.O.O.O.O.S([O-])([O-])(=O)=O.[Na+].[Na+]. The product is [NH2:34][C:5]1([CH2:25][OH:27])[C:6]2[C:7](=[N:8][CH:9]=[C:10]([Cl:12])[CH:11]=2)[O:13][C:14]2[C:4]1=[CH:3][C:2]([Br:1])=[C:16]([F:17])[CH:15]=2.